This data is from Catalyst prediction with 721,799 reactions and 888 catalyst types from USPTO. The task is: Predict which catalyst facilitates the given reaction. (1) Reactant: [CH2:1]([N:5]([CH2:11][CH3:12])[C@H:6]1[CH2:9][C@H:8]([SH:10])[CH2:7]1)[CH2:2][CH2:3]C.[H-].[Na+].F[C:16]1[CH:21]=[CH:20][C:19]([I:22])=[CH:18][CH:17]=1.O. Product: [I:22][C:19]1[CH:20]=[CH:21][C:16]([S:10][C@H:8]2[CH2:7][C@H:6]([N:5]3[CH2:1][CH2:2][CH2:3][CH2:12][CH2:11]3)[CH2:9]2)=[CH:17][CH:18]=1. The catalyst class is: 9. (2) Reactant: Cl[C:2]1[C:3]2[C:4](=[CH:13][N:14](CC3C=CC(OC)=CC=3)[N:15]=2)[N:5]=[C:6]([C:8]2[S:9][CH:10]=[CH:11][CH:12]=2)[N:7]=1.[C:25]([C:29]1[CH:30]=[C:31]([CH:33]=[CH:34][CH:35]=1)[NH2:32])([CH3:28])([CH3:27])[CH3:26].Cl. Product: [C:25]([C:29]1[CH:30]=[C:31]([NH:32][C:2]2[C:3]3[NH:15][N:14]=[CH:13][C:4]=3[N:5]=[C:6]([C:8]3[S:9][CH:10]=[CH:11][CH:12]=3)[N:7]=2)[CH:33]=[CH:34][CH:35]=1)([CH3:28])([CH3:26])[CH3:27]. The catalyst class is: 71. (3) Reactant: [C:1]([O:4][C:5]1[C:10](=[O:11])[N:9]([CH:12]([CH3:14])[CH3:13])[C:8](=[O:15])[N:7]2[CH:16]([CH2:29][CH2:30][N:31](CC3C=CC=CC=3)[CH3:32])[CH2:17][N:18]([CH2:21][C:22]3[CH:27]=[CH:26][C:25]([F:28])=[CH:24][CH:23]=3)[C:19](=[O:20])[C:6]=12)(=[O:3])[CH3:2].Cl. Product: [C:1]([O:4][C:5]1[C:10](=[O:11])[N:9]([CH:12]([CH3:14])[CH3:13])[C:8](=[O:15])[N:7]2[CH:16]([CH2:29][CH2:30][NH:31][CH3:32])[CH2:17][N:18]([CH2:21][C:22]3[CH:23]=[CH:24][C:25]([F:28])=[CH:26][CH:27]=3)[C:19](=[O:20])[C:6]=12)(=[O:3])[CH3:2]. The catalyst class is: 5. (4) The catalyst class is: 25. Reactant: [CH3:1][C:2]([OH:8])([CH2:5][CH2:6][CH3:7])[C:3]#[CH:4].CN(C=O)C.CCN(CC)CC.FC(F)(F)S(O[Si:27]([C:30]([CH3:33])([CH3:32])[CH3:31])([CH3:29])[CH3:28])(=O)=O. Product: [C:30]([Si:27]([CH3:29])([CH3:28])[O:8][C:2]([CH3:1])([CH2:5][CH2:6][CH3:7])[C:3]#[CH:4])([CH3:33])([CH3:32])[CH3:31]. (5) Reactant: [Cl:1][C:2]1[CH:7]=[CH:6][C:5]([C:8]2[N:9]=[C:10]([NH:13][C:14]([C:16]3[N:17]=[CH:18][C:19]([N:22]4[CH2:27][CH2:26][CH:25]([C:28]([O:30][CH2:31][CH3:32])=[O:29])[CH2:24][CH2:23]4)=[N:20][CH:21]=3)=[O:15])[S:11][CH:12]=2)=[CH:4][C:3]=1[C:33]([F:36])([F:35])[F:34].C=O.[C:39]([O:42][C:43](=O)C)(=[O:41])[CH3:40]. Product: [C:39]([O:42][CH2:43][C:12]1[S:11][C:10]([NH:13][C:14]([C:16]2[N:17]=[CH:18][C:19]([N:22]3[CH2:23][CH2:24][CH:25]([C:28]([O:30][CH2:31][CH3:32])=[O:29])[CH2:26][CH2:27]3)=[N:20][CH:21]=2)=[O:15])=[N:9][C:8]=1[C:5]1[CH:6]=[CH:7][C:2]([Cl:1])=[C:3]([C:33]([F:36])([F:34])[F:35])[CH:4]=1)(=[O:41])[CH3:40]. The catalyst class is: 15. (6) Reactant: C(Cl)(=O)C(Cl)=O.CS(C)=O.[OH:11][C@H:12]([C@@H:14]1[CH2:23][CH2:22][C:21]2[CH:20]=[C:19]([C@H:24]3[CH2:33][CH2:32][C@@:26]4([NH:30][C:29](=[O:31])[O:28][CH2:27]4)[CH2:25]3)[CH:18]=[CH:17][C:16]=2[CH2:15]1)[CH3:13]. Product: [C:12]([C@@H:14]1[CH2:23][CH2:22][C:21]2[CH:20]=[C:19]([C@H:24]3[CH2:33][CH2:32][C@@:26]4([NH:30][C:29](=[O:31])[O:28][CH2:27]4)[CH2:25]3)[CH:18]=[CH:17][C:16]=2[CH2:15]1)(=[O:11])[CH3:13]. The catalyst class is: 2.